Dataset: Full USPTO retrosynthesis dataset with 1.9M reactions from patents (1976-2016). Task: Predict the reactants needed to synthesize the given product. Given the product [F:5][C:6]1[CH:7]=[C:8]([CH:24]=[CH:25][CH:26]=1)[CH2:9][NH:10][C:11]([NH:13][C:14]1[S:15][C:16]([CH:21]([CH3:23])[CH3:22])=[C:17]([CH2:19][NH:4][CH3:3])[N:18]=1)=[O:12], predict the reactants needed to synthesize it. The reactants are: [BH4-].[Na+].[CH3:3][NH2:4].[F:5][C:6]1[CH:7]=[C:8]([CH:24]=[CH:25][CH:26]=1)[CH2:9][NH:10][C:11]([NH:13][C:14]1[S:15][C:16]([CH:21]([CH3:23])[CH3:22])=[C:17]([CH:19]=O)[N:18]=1)=[O:12].